Dataset: Catalyst prediction with 721,799 reactions and 888 catalyst types from USPTO. Task: Predict which catalyst facilitates the given reaction. Reactant: [CH:1]([N:4]1[CH:8]=[C:7]([C:9]2[C:13]3[C:14]([O:18][CH3:19])=[N:15][CH:16]=[CH:17][C:12]=3[N:11]([C:20]([C:33]3[CH:38]=[CH:37][CH:36]=[CH:35][CH:34]=3)([C:27]3[CH:32]=[CH:31][CH:30]=[CH:29][CH:28]=3)[C:21]3[CH:26]=[CH:25][CH:24]=[CH:23][CH:22]=3)[N:10]=2)[CH:6]=[C:5]1[C:39]([OH:41])=[O:40])([CH3:3])[CH3:2].I[CH:43]([CH3:45])[CH3:44].C([O-])([O-])=O.[Cs+].[Cs+].C(OCC)(=O)C. Product: [CH:1]([N:4]1[CH:8]=[C:7]([C:9]2[C:13]3[C:14]([O:18][CH3:19])=[N:15][CH:16]=[CH:17][C:12]=3[N:11]([C:20]([C:27]3[CH:28]=[CH:29][CH:30]=[CH:31][CH:32]=3)([C:21]3[CH:26]=[CH:25][CH:24]=[CH:23][CH:22]=3)[C:33]3[CH:34]=[CH:35][CH:36]=[CH:37][CH:38]=3)[N:10]=2)[CH:6]=[C:5]1[C:39]([O:41][CH:43]([CH3:45])[CH3:44])=[O:40])([CH3:3])[CH3:2]. The catalyst class is: 20.